From a dataset of Catalyst prediction with 721,799 reactions and 888 catalyst types from USPTO. Predict which catalyst facilitates the given reaction. Reactant: C1[O:12][C:4]2([CH2:10][CH:9]3[CH2:11][CH:5]2[CH2:6][NH:7][CH2:8]3)OC1.C(N([CH2:18][CH3:19])CC)C.Cl[C:21]([O:23][CH2:24][CH3:25])=[O:22].C(=O)(O)[O-:27].[Na+]. Product: [CH2:24]1[O:23][C:21]([N:7]2[CH2:6][CH:5]3[CH2:11][CH:9]([CH2:10][C:4]3=[O:12])[CH2:8]2)([O:27][CH2:18][CH3:19])[O:22][CH2:25]1. The catalyst class is: 2.